Predict the reactants needed to synthesize the given product. From a dataset of Full USPTO retrosynthesis dataset with 1.9M reactions from patents (1976-2016). (1) The reactants are: C(OC([NH:8][CH2:9][CH2:10][CH2:11][CH3:12])=O)(C)(C)C.[NH2:13][CH2:14][CH2:15][C:16]1[CH:21]=[CH:20][C:19]([OH:22])=[CH:18][CH:17]=1.[O:23]1CCCC1. Given the product [NH2:8][CH2:9][CH2:10][CH2:11][C:12]([NH:13][CH2:14][CH2:15][C:16]1[CH:21]=[CH:20][C:19]([OH:22])=[CH:18][CH:17]=1)=[O:23], predict the reactants needed to synthesize it. (2) Given the product [N:30]1([CH2:35][C:36]2[CH:43]=[CH:42][C:39]([C:40]3[NH:1][C:2]4=[N:3][CH:4]=[C:5]([Cl:26])[C:6]([N:11]5[CH2:16][CH2:15][N:14]([CH2:17][C:18]([NH:20][C:21]6[S:22][CH:23]=[CH:24][N:25]=6)=[O:19])[CH2:13][CH2:12]5)=[C:7]4[N:8]=3)=[CH:38][CH:37]=2)[CH:34]=[CH:33][CH:32]=[N:31]1, predict the reactants needed to synthesize it. The reactants are: [NH2:1][C:2]1[C:7]([N+:8]([O-])=O)=[C:6]([N:11]2[CH2:16][CH2:15][N:14]([CH2:17][C:18]([NH:20][C:21]3[S:22][CH:23]=[CH:24][N:25]=3)=[O:19])[CH2:13][CH2:12]2)[C:5]([Cl:26])=[CH:4][N:3]=1.CCO.[N:30]1([CH2:35][C:36]2[CH:43]=[CH:42][C:39]([CH:40]=O)=[CH:38][CH:37]=2)[CH:34]=[CH:33][CH:32]=[N:31]1.[O-]S(S([O-])=O)=O.[Na+].[Na+].